From a dataset of NCI-60 drug combinations with 297,098 pairs across 59 cell lines. Regression. Given two drug SMILES strings and cell line genomic features, predict the synergy score measuring deviation from expected non-interaction effect. Drug 1: CN(CC1=CN=C2C(=N1)C(=NC(=N2)N)N)C3=CC=C(C=C3)C(=O)NC(CCC(=O)O)C(=O)O. Drug 2: C1C(C(OC1N2C=NC(=NC2=O)N)CO)O. Synergy scores: CSS=10.8, Synergy_ZIP=-4.23, Synergy_Bliss=-4.19, Synergy_Loewe=-12.2, Synergy_HSA=-2.61. Cell line: RXF 393.